This data is from Full USPTO retrosynthesis dataset with 1.9M reactions from patents (1976-2016). The task is: Predict the reactants needed to synthesize the given product. (1) The reactants are: CCN(C(C)C)C(C)C.[F:10][C:11]1[CH:16]=[CH:15][C:14]([C:17]2[O:18][C:19]3[CH:29]=[CH:28][C:27]([C:30]4[CH:31]=[C:32]([CH:42]=[CH:43][CH:44]=4)[C:33]([NH:35][C:36]([CH3:41])([CH3:40])[C:37]([OH:39])=O)=[O:34])=[CH:26][C:20]=3[C:21]=2[C:22](=[O:25])[NH:23][CH3:24])=[CH:13][CH:12]=1.[CH3:45][C:46]1[CH:50]=[C:49]([NH2:51])[O:48][N:47]=1.[H-].[Na+]. Given the product [F:10][C:11]1[CH:16]=[CH:15][C:14]([C:17]2[O:18][C:19]3[CH:29]=[CH:28][C:27]([C:30]4[CH:44]=[CH:43][CH:42]=[C:32]([C:33](=[O:34])[NH:35][C:36]([CH3:41])([CH3:40])[C:37]([NH:51][C:49]5[O:48][N:47]=[C:46]([CH3:45])[CH:50]=5)=[O:39])[CH:31]=4)=[CH:26][C:20]=3[C:21]=2[C:22]([NH:23][CH3:24])=[O:25])=[CH:13][CH:12]=1, predict the reactants needed to synthesize it. (2) Given the product [C:1]([O:5][C:6](=[O:26])[C:7]([S:10][C:11]1[S:12][CH:13]=[C:14]([CH2:16][CH2:17][O:18][C:19]2[CH:24]=[CH:23][C:22]([C:32]3[CH:31]=[CH:30][CH:29]=[C:28]([F:27])[CH:33]=3)=[CH:21][CH:20]=2)[N:15]=1)([CH3:9])[CH3:8])([CH3:4])([CH3:3])[CH3:2], predict the reactants needed to synthesize it. The reactants are: [C:1]([O:5][C:6](=[O:26])[C:7]([S:10][C:11]1[S:12][CH:13]=[C:14]([CH2:16][CH2:17][O:18][C:19]2[CH:24]=[CH:23][C:22](Br)=[CH:21][CH:20]=2)[N:15]=1)([CH3:9])[CH3:8])([CH3:4])([CH3:3])[CH3:2].[F:27][C:28]1[CH:29]=[C:30](OB(O)O)[CH:31]=[CH:32][CH:33]=1.O. (3) Given the product [IH:22].[CH3:19][C:14]1[CH:15]=[CH:16][CH:17]=[CH:18][C:13]=1[C@H:12]1[C@@H:8]([C:3]2[CH:4]=[CH:5][CH:6]=[CH:7][C:2]=2[CH3:1])[NH:9][C:10]([S:20][CH3:21])=[N:11]1, predict the reactants needed to synthesize it. The reactants are: [CH3:1][C:2]1[CH:7]=[CH:6][CH:5]=[CH:4][C:3]=1[C@H:8]1[C@@H:12]([C:13]2[CH:18]=[CH:17][CH:16]=[CH:15][C:14]=2[CH3:19])[NH:11][C:10](=[S:20])[NH:9]1.[CH3:21][I:22]. (4) Given the product [CH3:18][N:19]([CH2:20][CH2:21][C:10]1[C:2]([I:1])=[C:3]([CH:7]=[C:8]([N+:11]([O-:13])=[O:12])[CH:9]=1)[C:4]([NH2:30])=[O:6])[CH3:23], predict the reactants needed to synthesize it. The reactants are: [I:1][C:2]1[CH:10]=[CH:9][C:8]([N+:11]([O-:13])=[O:12])=[CH:7][C:3]=1[C:4]([OH:6])=O.S(Cl)(Cl)=O.[CH3:18][N:19]([CH3:23])[CH2:20][CH2:21]N.[OH-].[Na+].ClCCl.C[N:30](C=O)C. (5) Given the product [Cl:1][C:2]1[N:7]=[C:6]([C:8]2[CH:9]=[C:10]([CH:20]=[CH:21][CH:22]=2)[CH2:11][N:12]([CH2:13][C:14]2[CH:19]=[CH:18][CH:17]=[CH:16][N:15]=2)[S:24]([CH3:23])(=[O:26])=[O:25])[CH:5]=[CH:4][N:3]=1, predict the reactants needed to synthesize it. The reactants are: [Cl:1][C:2]1[N:7]=[C:6]([C:8]2[CH:9]=[C:10]([CH:20]=[CH:21][CH:22]=2)[CH2:11][NH:12][CH2:13][C:14]2[CH:19]=[CH:18][CH:17]=[CH:16][N:15]=2)[CH:5]=[CH:4][N:3]=1.[CH3:23][S:24](Cl)(=[O:26])=[O:25].